From a dataset of Reaction yield outcomes from USPTO patents with 853,638 reactions. Predict the reaction yield, written as a fraction of the theoretical maximum amount of product (1.0 means a 100% yield; for example, 0.34 means a 34% yield). (1) The reactants are [O:1]=[C:2]1[CH2:11][C:10]2[C:5](=[CH:6][CH:7]=[CH:8][CH:9]=2)[CH2:4][N:3]1[CH:12]1[CH2:17][CH2:16][N:15](C(OC(C)(C)C)=O)[CH2:14][CH2:13]1.N1CCC(C2CC3C(=CC=CC=3)NC2=O)CC1. No catalyst specified. The product is [NH:15]1[CH2:16][CH2:17][CH:12]([N:3]2[C:2](=[O:1])[CH2:11][C:10]3[C:5](=[CH:6][CH:7]=[CH:8][CH:9]=3)[CH2:4]2)[CH2:13][CH2:14]1. The yield is 0.960. (2) The reactants are [CH2:1]([O:3][C:4](=[O:12])[C:5]1[CH:10]=[CH:9][CH:8]=[N:7][C:6]=1Cl)[CH3:2].[C:13]1([C:19]2[O:20][CH:21]=[C:22](B3OC(C)(C)C(C)(C)O3)[N:23]=2)[CH:18]=[CH:17][CH:16]=[CH:15][CH:14]=1.C([O-])([O-])=O.[K+].[K+].O. The catalyst is O1CCOCC1.C(C1C=CC=C(C(C)C)C=1N1C=CN(C2C(C(C)C)=CC=CC=2C(C)C)C1=[Pd-3](Cl)(Cl)C1C(Cl)=CC=CN=1)(C)C. The product is [C:13]1([C:19]2[O:20][CH:21]=[C:22]([C:6]3[N:7]=[CH:8][CH:9]=[CH:10][C:5]=3[C:4]([O:3][CH2:1][CH3:2])=[O:12])[N:23]=2)[CH:14]=[CH:15][CH:16]=[CH:17][CH:18]=1. The yield is 0.420. (3) The reactants are [CH3:1][N:2]1[CH:6]=[CH:5][CH:4]=[C:3]1[CH2:7][NH2:8].[C:9]([C:13]1[CH:22]=[CH:21][C:16]([CH2:17][N:18]=[C:19]=[S:20])=[CH:15][CH:14]=1)([CH3:12])([CH3:11])[CH3:10]. The catalyst is C(OCC)(=O)C. The product is [C:9]([C:13]1[CH:22]=[CH:21][C:16]([CH2:17][NH:18][C:19]([NH:8][CH2:7][C:3]2[N:2]([CH3:1])[CH:6]=[CH:5][CH:4]=2)=[S:20])=[CH:15][CH:14]=1)([CH3:12])([CH3:10])[CH3:11]. The yield is 0.750. (4) The reactants are [O:1]=[C:2]1[NH:7][C:6]2[N:8]=[CH:9][CH:10]=[C:11]([O:12][C:13]3[CH:18]=[CH:17][C:16]([NH:19][C:20](=O)[O:21]C(C)(C)C)=[CH:15][CH:14]=3)[C:5]=2[N:4]=[CH:3]1.[C:27]([C:31]1[CH:35]=[C:34]([N:36]=C=O)[N:33]([C:39]2[CH:44]=[CH:43][C:42]([CH3:45])=[CH:41][CH:40]=2)[N:32]=1)([CH3:30])([CH3:29])[CH3:28]. No catalyst specified. The product is [C:27]([C:31]1[CH:35]=[C:34]([NH:36][C:20]([NH:19][C:16]2[CH:15]=[CH:14][C:13]([O:12][C:11]3[C:5]4[N:4]=[CH:3][C:2](=[O:1])[NH:7][C:6]=4[N:8]=[CH:9][CH:10]=3)=[CH:18][CH:17]=2)=[O:21])[N:33]([C:39]2[CH:40]=[CH:41][C:42]([CH3:45])=[CH:43][CH:44]=2)[N:32]=1)([CH3:30])([CH3:29])[CH3:28]. The yield is 0.550. (5) The catalyst is C(OCC)C. The reactants are [Cl:1][C:2]1[N:6]([CH3:7])[N:5]=[C:4]([CH:8]([F:10])[F:9])[C:3]=1[CH2:11]O.P(Br)(Br)[Br:14]. The product is [Br:14][CH2:11][C:3]1[C:4]([CH:8]([F:10])[F:9])=[N:5][N:6]([CH3:7])[C:2]=1[Cl:1]. The yield is 1.00. (6) The reactants are [C:1]([C:3]1[CH:8]=[CH:7][C:6]([NH:9][C:10](=[O:16])[O:11][C:12]([CH3:15])([CH3:14])[CH3:13])=[CH:5][CH:4]=1)#[CH:2].Br[C:18]1[CH:19]=[N:20][CH:21]=[C:22]([CH:35]=1)[C:23]([N:25]=[S:26]([CH3:34])(=[O:33])[C:27]1[CH:32]=[CH:31][CH:30]=[CH:29][CH:28]=1)=[O:24]. No catalyst specified. The product is [CH3:34][S@:26](=[N:25][C:23]([C:22]1[CH:35]=[C:18]([C:2]#[C:1][C:3]2[CH:4]=[CH:5][C:6]([NH:9][C:10](=[O:16])[O:11][C:12]([CH3:13])([CH3:15])[CH3:14])=[CH:7][CH:8]=2)[CH:19]=[N:20][CH:21]=1)=[O:24])(=[O:33])[C:27]1[CH:28]=[CH:29][CH:30]=[CH:31][CH:32]=1. The yield is 0.450. (7) The reactants are [CH2:1]([O:8][C@H:9]1[CH2:13][CH2:12][CH2:11][C@@H:10]1[C:14]1[N:18](C2CCCCO2)[N:17]=[CH:16][CH:15]=1)[C:2]1[CH:7]=[CH:6][CH:5]=[CH:4][CH:3]=1. The catalyst is ClCCl.FC(F)(F)C(O)=O. The product is [CH2:1]([O:8][C@H:9]1[CH2:13][CH2:12][CH2:11][C@@H:10]1[C:14]1[NH:18][N:17]=[CH:16][CH:15]=1)[C:2]1[CH:3]=[CH:4][CH:5]=[CH:6][CH:7]=1. The yield is 0.980.